This data is from Reaction yield outcomes from USPTO patents with 853,638 reactions. The task is: Predict the reaction yield, written as a fraction of the theoretical maximum amount of product (1.0 means a 100% yield; for example, 0.34 means a 34% yield). (1) The reactants are [CH:1]1([NH:7][C:8]([C:10]2[C:11]([SH:16])=[N:12][CH:13]=[CH:14][CH:15]=2)=[O:9])[CH2:6][CH2:5][CH2:4][CH2:3][CH2:2]1.C[Si]([N-][Si](C)(C)C)(C)C.[Na+].[CH3:27][S:28]([O:31][C:32]1[CH:37]=[CH:36][C:35]([CH2:38][CH2:39]OS(C)(=O)=O)=[CH:34][CH:33]=1)(=[O:30])=[O:29].C(=O)(O)[O-]. The catalyst is C1COCC1. The product is [CH:1]1([NH:7][C:8]([C:10]2[C:11]([S:16][CH2:39][CH2:38][C:35]3[CH:34]=[CH:33][C:32]([O:31][S:28]([CH3:27])(=[O:29])=[O:30])=[CH:37][CH:36]=3)=[N:12][CH:13]=[CH:14][CH:15]=2)=[O:9])[CH2:2][CH2:3][CH2:4][CH2:5][CH2:6]1. The yield is 0.100. (2) The reactants are [Cl:1][C:2]1[C:3]([NH2:9])=[N:4][CH:5]=[C:6]([Cl:8])[CH:7]=1.[C:10](N1C=CC=CC1=O)(N1C=CC=CC1=O)=[S:11]. The catalyst is ClCCl. The product is [Cl:1][C:2]1[C:3]([N:9]=[C:10]=[S:11])=[N:4][CH:5]=[C:6]([Cl:8])[CH:7]=1. The yield is 0.880. (3) The reactants are Br[C:2]1[CH:10]=[CH:9][CH:8]=[C:7]2[C:3]=1[CH:4]=[N:5][N:6]2[CH2:11][CH2:12][C:13]([CH3:20])([CH3:19])[C:14]([O:16][CH2:17][CH3:18])=[O:15].[CH3:21][N:22](C=O)C. The catalyst is CCOC(C)=O.[C-]#N.[C-]#N.[Zn+2].C1C=CC([P]([Pd]([P](C2C=CC=CC=2)(C2C=CC=CC=2)C2C=CC=CC=2)([P](C2C=CC=CC=2)(C2C=CC=CC=2)C2C=CC=CC=2)[P](C2C=CC=CC=2)(C2C=CC=CC=2)C2C=CC=CC=2)(C2C=CC=CC=2)C2C=CC=CC=2)=CC=1. The product is [C:21]([C:2]1[CH:10]=[CH:9][CH:8]=[C:7]2[C:3]=1[CH:4]=[N:5][N:6]2[CH2:11][CH2:12][C:13]([CH3:20])([CH3:19])[C:14]([O:16][CH2:17][CH3:18])=[O:15])#[N:22]. The yield is 0.360. (4) The reactants are [CH3:1][N:2]1[CH:6]=[C:5]([CH2:7][C:8]2[C:9](=[O:15])[NH:10][C:11](=[S:14])[NH:12][CH:13]=2)[CH:4]=[N:3]1.I[CH2:17][CH2:18][C:19]1[CH:24]=[CH:23][C:22]([O:25][C:26]2[CH:31]=[CH:30][C:29]([Cl:32])=[C:28]([C:33]([F:36])([F:35])[F:34])[CH:27]=2)=[CH:21][CH:20]=1.CCN(C(C)C)C(C)C. The yield is 0.219. The product is [Cl:32][C:29]1[CH:30]=[CH:31][C:26]([O:25][C:22]2[CH:23]=[CH:24][C:19]([CH2:18][CH2:17][S:14][C:11]3[NH:12][CH:13]=[C:8]([CH2:7][C:5]4[CH:4]=[N:3][N:2]([CH3:1])[CH:6]=4)[C:9](=[O:15])[N:10]=3)=[CH:20][CH:21]=2)=[CH:27][C:28]=1[C:33]([F:34])([F:35])[F:36]. The catalyst is C(Cl)(Cl)Cl. (5) The reactants are [N+:1]([C:4]1[C:5]([C:10]([OH:12])=O)=[N:6][CH:7]=[CH:8][CH:9]=1)([O-:3])=[O:2].Cl.CN.C(Cl)CCl.C1C=CC2N(O)N=[N:26][C:24]=2C=1.CCN(C(C)C)C(C)C. The catalyst is CN(C=O)C. The product is [CH3:24][NH:26][C:10](=[O:12])[C:5]1[C:4]([N+:1]([O-:3])=[O:2])=[CH:9][CH:8]=[CH:7][N:6]=1. The yield is 0.320. (6) The reactants are C[O:2][C:3]([C:5]1[CH:14]=[CH:13][C:12]2[C:7](=[C:8]([Br:15])[CH:9]=[N:10][CH:11]=2)[N:6]=1)=O.[BH4-].[Na+]. The catalyst is CO. The product is [Br:15][C:8]1[CH:9]=[N:10][CH:11]=[C:12]2[C:7]=1[N:6]=[C:5]([CH2:3][OH:2])[CH:14]=[CH:13]2. The yield is 0.570. (7) The reactants are [Cl:1][C:2]1[N:7]=[C:6]([C:8]2[S:12][C:11]([N:13]3[CH2:18][CH2:17][O:16][CH2:15][CH2:14]3)=[N:10][C:9]=2[C:19]2[C:20]([F:26])=[C:21]([CH:23]=[CH:24][CH:25]=2)[NH2:22])[CH:5]=[CH:4][N:3]=1.N1C=CC=CC=1.[O:33]1[CH:37]=[CH:36][CH:35]=[C:34]1[S:38](Cl)(=[O:40])=[O:39]. The catalyst is C(Cl)Cl. The product is [Cl:1][C:2]1[N:7]=[C:6]([C:8]2[S:12][C:11]([N:13]3[CH2:14][CH2:15][O:16][CH2:17][CH2:18]3)=[N:10][C:9]=2[C:19]2[C:20]([F:26])=[C:21]([NH:22][S:38]([C:34]3[O:33][CH:37]=[CH:36][CH:35]=3)(=[O:40])=[O:39])[CH:23]=[CH:24][CH:25]=2)[CH:5]=[CH:4][N:3]=1. The yield is 0.630.